The task is: Predict which catalyst facilitates the given reaction.. This data is from Catalyst prediction with 721,799 reactions and 888 catalyst types from USPTO. Reactant: C(OC(=O)[NH:7][C:8]1[CH:13]=[CH:12][C:11]([N:14]2[C:18]([CH3:20])([CH3:19])[C:17](=N)[N:16]([C:22]3[CH:27]=[CH:26][C:25]([C:28]#[N:29])=[C:24]([C:30]([F:33])([F:32])[F:31])[CH:23]=3)[C:15]2=[S:34])=[CH:10][CH:9]=1)(C)(C)C.C[OH:37].O. Product: [NH2:7][C:8]1[CH:13]=[CH:12][C:11]([N:14]2[C:18]([CH3:20])([CH3:19])[C:17](=[O:37])[N:16]([C:22]3[CH:27]=[CH:26][C:25]([C:28]#[N:29])=[C:24]([C:30]([F:31])([F:33])[F:32])[CH:23]=3)[C:15]2=[S:34])=[CH:10][CH:9]=1. The catalyst class is: 33.